This data is from Human liver microsome stability data. The task is: Regression/Classification. Given a drug SMILES string, predict its absorption, distribution, metabolism, or excretion properties. Task type varies by dataset: regression for continuous measurements (e.g., permeability, clearance, half-life) or binary classification for categorical outcomes (e.g., BBB penetration, CYP inhibition). Dataset: hlm. (1) The molecule is Cn1cc(CCN)c2c1C(=O)C1=C(C2=O)S(=O)(=O)C=CN1. The result is 0 (unstable in human liver microsomes). (2) The result is 0 (unstable in human liver microsomes). The compound is CCOC(=O)Nc1ccc(NCc2ccc(C(F)(F)F)nc2)c(F)c1N. (3) The drug is NC(=O)c1nc(-c2ccc(C(F)(F)F)cc2)oc1N. The result is 1 (stable in human liver microsomes). (4) The drug is O=C(O)Cc1ccccc1OCCC1Oc2ccccc2N(Cc2ccc(Cl)cc2)C1=O. The result is 0 (unstable in human liver microsomes). (5) The drug is O=C(N[C@@H](Cn1ccnc1)c1ccc(Cl)cc1Cl)c1ccc(-c2nnc(-c3ccc(C(F)(F)F)c(F)c3)o2)cc1. The result is 0 (unstable in human liver microsomes). (6) The molecule is [2H][C@H](CC(C)C)[C@@H]([2H])[C@](C)(O)[C@H]1CC[C@H]2[C@@H]3C[C@H](O)[C@H]4C[C@@H](O)CC[C@]4(C)[C@H]3CC[C@]12C. The result is 1 (stable in human liver microsomes).